Dataset: Reaction yield outcomes from USPTO patents with 853,638 reactions. Task: Predict the reaction yield, written as a fraction of the theoretical maximum amount of product (1.0 means a 100% yield; for example, 0.34 means a 34% yield). (1) The reactants are [OH:1][C:2]1[C:10]2[O:9][C:8]([C:11]([O:13][CH3:14])=[O:12])=[CH:7][C:6]=2[CH:5]=[C:4]([N+:15]([O-:17])=[O:16])[CH:3]=1.C(=O)([O-])[O-].[K+].[K+].I[CH:25]([CH3:27])[CH3:26].O. The catalyst is CN(C)C=O. The product is [CH3:26][CH:25]([O:1][C:2]1[C:10]2[O:9][C:8]([C:11]([O:13][CH3:14])=[O:12])=[CH:7][C:6]=2[CH:5]=[C:4]([N+:15]([O-:17])=[O:16])[CH:3]=1)[CH3:27]. The yield is 0.892. (2) The reactants are [CH3:1][O:2][C:3]1[CH:4]=[C:5]2[C:10](=[CH:11][CH:12]=1)[N:9]([CH3:13])[C:8](=[O:14])[CH2:7][CH2:6]2.[I:15]I. The catalyst is FC(F)(F)C([O-])=O.[Ag+].C(Cl)Cl. The product is [I:15][C:12]1[CH:11]=[C:10]2[C:5]([CH2:6][CH2:7][C:8](=[O:14])[N:9]2[CH3:13])=[CH:4][C:3]=1[O:2][CH3:1]. The yield is 0.480.